From a dataset of Forward reaction prediction with 1.9M reactions from USPTO patents (1976-2016). Predict the product of the given reaction. (1) Given the reactants [CH3:1][O:2][C:3]1[CH:4]=[C:5]([C:9]2[CH:18]=[CH:17][C:12]3[NH:13][C:14](=O)[NH:15][C:11]=3[CH:10]=2)[CH:6]=[CH:7][CH:8]=1.P(Cl)(Cl)([Cl:21])=O, predict the reaction product. The product is: [Cl:21][C:14]1[NH:15][C:11]2[CH:10]=[C:9]([C:5]3[CH:6]=[CH:7][CH:8]=[C:3]([O:2][CH3:1])[CH:4]=3)[CH:18]=[CH:17][C:12]=2[N:13]=1. (2) Given the reactants [C:1]([C:5]1[CH:6]=[C:7]2[C:12](=[CH:13][CH:14]=1)[C:11](=[O:15])[N:10]([C:16]1[CH:21]=[CH:20][CH:19]=[C:18]([Cl:22])[C:17]=1[CH2:23][OH:24])[CH2:9][CH2:8]2)([CH3:4])([CH3:3])[CH3:2].[C:25](OC(=O)C)(=[O:27])[CH3:26].N1C=CC=CC=1, predict the reaction product. The product is: [C:1]([C:5]1[CH:6]=[C:7]2[C:12](=[CH:13][CH:14]=1)[C:11](=[O:15])[N:10]([C:16]1[CH:21]=[CH:20][CH:19]=[C:18]([Cl:22])[C:17]=1[CH2:23][O:24][C:25](=[O:27])[CH3:26])[CH2:9][CH2:8]2)([CH3:4])([CH3:2])[CH3:3]. (3) Given the reactants [OH:1][C:2]1[CH:3]=[N:4][CH:5]=[C:6]([CH:12]=1)[C:7]([O:9][CH2:10][CH3:11])=[O:8].C1C(=O)N([Cl:20])C(=O)C1.CCOC(C)=O, predict the reaction product. The product is: [Cl:20][C:3]1[C:2]([OH:1])=[CH:12][C:6]([C:7]([O:9][CH2:10][CH3:11])=[O:8])=[CH:5][N:4]=1. (4) Given the reactants [F:1][C:2]1[CH:7]=[CH:6][C:5]([C:8]2[S:12][N:11]=[N:10][C:9]=2[CH2:13]O)=[CH:4][CH:3]=1.Cl.[C:16]([OH:19])(=[O:18])[CH3:17], predict the reaction product. The product is: [F:1][C:2]1[CH:3]=[CH:4][C:5]([C:8]2[S:12][N:11]=[N:10][C:9]=2/[CH:13]=[CH:17]/[C:16]([OH:19])=[O:18])=[CH:6][CH:7]=1. (5) Given the reactants [Cl:1][C:2]1[CH:3]=[C:4]2[C:8](=[CH:9][CH:10]=1)[N:7]([CH2:11][C:12]([O:14]C(C)(C)C)=[O:13])[C:6](=[O:19])[C:5]12[C:23](=[O:24])[NH:22][C:21](=[O:25])[N:20]1[CH3:26].[F:27][C:28]1[CH:35]=[CH:34][C:33]([F:36])=[CH:32][C:29]=1[CH2:30]Br, predict the reaction product. The product is: [Cl:1][C:2]1[CH:3]=[C:4]2[C:8](=[CH:9][CH:10]=1)[N:7]([CH2:11][C:12]([OH:14])=[O:13])[C:6](=[O:19])[C:5]12[C:23](=[O:24])[N:22]([CH2:30][C:29]2[CH:32]=[C:33]([F:36])[CH:34]=[CH:35][C:28]=2[F:27])[C:21](=[O:25])[N:20]1[CH3:26]. (6) Given the reactants [Br:1][C:2]1[CH:17]=[CH:16][C:5]2[N:6]=[C:7]([C:9](=[C:12](OC)[CH3:13])[C:10]#[N:11])[S:8][C:4]=2[CH:3]=1.O.[NH2:19][NH2:20], predict the reaction product. The product is: [Br:1][C:2]1[CH:17]=[CH:16][C:5]2[N:6]=[C:7]([C:9]3[C:12]([CH3:13])=[N:20][NH:19][C:10]=3[NH2:11])[S:8][C:4]=2[CH:3]=1. (7) Given the reactants [C:1]([O:5][C:6]([N:8]1[CH2:13][CH2:12][CH2:11][C@H:10]([C@@H:14]([OH:17])[CH2:15][CH3:16])[CH2:9]1)=[O:7])([CH3:4])([CH3:3])[CH3:2].C1(P(C2C=CC=CC=2)C2C=CC=CC=2)C=CC=CC=1.[C:37](O)(=[O:44])[C:38]1[CH:43]=[CH:42][CH:41]=[CH:40][CH:39]=1.C(N(C(C)C)CC)(C)C.N(C(OC(C)C)=O)=NC(OC(C)C)=O, predict the reaction product. The product is: [C:1]([O:5][C:6]([N:8]1[CH2:13][CH2:12][CH2:11][C@H:10]([C@H:14]([O:17][C:37](=[O:44])[C:38]2[CH:43]=[CH:42][CH:41]=[CH:40][CH:39]=2)[CH2:15][CH3:16])[CH2:9]1)=[O:7])([CH3:4])([CH3:3])[CH3:2].